Dataset: Catalyst prediction with 721,799 reactions and 888 catalyst types from USPTO. Task: Predict which catalyst facilitates the given reaction. (1) Reactant: [N:1]1([C:7]([O:9][C:10]([CH3:13])([CH3:12])[CH3:11])=[O:8])[CH2:6][CH:5]=[CH:4][CH2:3][CH2:2]1.C1C=C(Cl)C=C(C(OO)=[O:22])C=1.[O-]S([O-])(=S)=O.[Na+].[Na+]. Product: [CH:5]12[O:22][CH:4]1[CH2:3][CH2:2][N:1]([C:7]([O:9][C:10]([CH3:13])([CH3:12])[CH3:11])=[O:8])[CH2:6]2. The catalyst class is: 2. (2) Reactant: CON(C)[C:4]([C:6]1[O:7][C:8]([C:11]2[CH:16]=[CH:15][CH:14]=[CH:13][CH:12]=2)=[CH:9][CH:10]=1)=[O:5].[CH3:18][O:19][C:20]1[CH:21]=[C:22]([Mg]Br)[CH:23]=[C:24]([O:28][CH3:29])[C:25]=1[O:26][CH3:27]. Product: [C:11]1([C:8]2[O:7][C:6]([C:4]([C:22]3[CH:23]=[C:24]([O:28][CH3:29])[C:25]([O:26][CH3:27])=[C:20]([O:19][CH3:18])[CH:21]=3)=[O:5])=[CH:10][CH:9]=2)[CH:12]=[CH:13][CH:14]=[CH:15][CH:16]=1. The catalyst class is: 1.